This data is from Reaction yield outcomes from USPTO patents with 853,638 reactions. The task is: Predict the reaction yield, written as a fraction of the theoretical maximum amount of product (1.0 means a 100% yield; for example, 0.34 means a 34% yield). The reactants are [CH2:1]([N:8]1[C:13](=[O:14])[C:12]2[C:15](Cl)=[C:16]([CH3:21])[C:17](=[O:20])[N:18]([CH3:19])[C:11]=2[N:10]=[CH:9]1)[C:2]1[CH:7]=[CH:6][CH:5]=[CH:4][CH:3]=1.[F:23][C:24]1[CH:30]=[C:29]([N+:31]([O-:33])=[O:32])[CH:28]=[CH:27][C:25]=1[NH2:26].CC(C)([O-])C.[Na+].C(OCC)C. The catalyst is O1CCOCC1.C1C=CC(/C=C/C(/C=C/C2C=CC=CC=2)=O)=CC=1.C1C=CC(/C=C/C(/C=C/C2C=CC=CC=2)=O)=CC=1.C1C=CC(/C=C/C(/C=C/C2C=CC=CC=2)=O)=CC=1.[Pd].[Pd].CC1(C)C2C=CC=C(P(C3C=CC=CC=3)C3C=CC=CC=3)C=2OC2C1=CC=CC=2P(C1C=CC=CC=1)C1C=CC=CC=1. The product is [CH2:1]([N:8]1[C:13](=[O:14])[C:12]2[C:15]([NH:26][C:25]3[CH:27]=[CH:28][C:29]([N+:31]([O-:33])=[O:32])=[CH:30][C:24]=3[F:23])=[C:16]([CH3:21])[C:17](=[O:20])[N:18]([CH3:19])[C:11]=2[N:10]=[CH:9]1)[C:2]1[CH:7]=[CH:6][CH:5]=[CH:4][CH:3]=1. The yield is 0.420.